From a dataset of Reaction yield outcomes from USPTO patents with 853,638 reactions. Predict the reaction yield, written as a fraction of the theoretical maximum amount of product (1.0 means a 100% yield; for example, 0.34 means a 34% yield). The reactants are C(=O)([O-])[O-].[K+].[K+].F[C:8]1[CH:9]=[CH:10][C:11]([N+:18]([O-:20])=[O:19])=[C:12]([CH:17]=1)[C:13]([NH:15][CH3:16])=[O:14].[CH3:21][N:22]1[CH2:27][CH2:26][NH:25][CH2:24][CH2:23]1. The catalyst is CN(C)C=O. The product is [CH3:16][NH:15][C:13](=[O:14])[C:12]1[CH:17]=[C:8]([N:25]2[CH2:26][CH2:27][N:22]([CH3:21])[CH2:23][CH2:24]2)[CH:9]=[CH:10][C:11]=1[N+:18]([O-:20])=[O:19]. The yield is 0.820.